This data is from Catalyst prediction with 721,799 reactions and 888 catalyst types from USPTO. The task is: Predict which catalyst facilitates the given reaction. (1) Reactant: [CH2:1]([S:3]([NH:6][CH2:7][C:8]1[CH:13]=[CH:12][C:11]([CH:14]([CH3:18])[C:15]([OH:17])=O)=[CH:10][C:9]=1[F:19])(=[O:5])=[O:4])[CH3:2].[CH3:20][CH:21]1[CH2:26][CH2:25][N:24]([C:27]2[C:32]([CH2:33][NH2:34])=[CH:31][CH:30]=[C:29]([C:35]([F:38])([F:37])[F:36])[N:28]=2)[CH2:23][CH2:22]1.ON1C2C=CC=CC=2N=N1.C(N=C=NCCCN(C)C)C.C(N(CC)CC)C. Product: [CH2:1]([S:3]([NH:6][CH2:7][C:8]1[CH:13]=[CH:12][C:11]([CH:14]([CH3:18])[C:15]([NH:34][CH2:33][C:32]2[C:27]([N:24]3[CH2:25][CH2:26][CH:21]([CH3:20])[CH2:22][CH2:23]3)=[N:28][C:29]([C:35]([F:38])([F:36])[F:37])=[CH:30][CH:31]=2)=[O:17])=[CH:10][C:9]=1[F:19])(=[O:4])=[O:5])[CH3:2]. The catalyst class is: 12. (2) Reactant: [C:1]([O:5][C:6](=[O:22])[N:7](C1C=CC=C(O)C=1)[CH2:8][C:9]1[CH:14]=[CH:13][CH:12]=[CH:11][CH:10]=1)([CH3:4])([CH3:3])[CH3:2].Br[CH2:24][C:25]1[CH:34]=[CH:33][C:28]([C:29]([O:31][CH3:32])=[O:30])=[CH:27][CH:26]=1.[C:35](=[O:38])([O-])[O-].[K+].[K+]. Product: [C:1]([O:5][C:6]([NH:7][CH:8]([C:9]1[CH:10]=[CH:11][CH:12]=[CH:13][CH:14]=1)[C:10]1[CH:11]=[C:35]([CH:13]=[CH:14][CH:9]=1)[O:38][CH2:24][C:25]1[CH:34]=[CH:33][C:28]([C:29]([O:31][CH3:32])=[O:30])=[CH:27][CH:26]=1)=[O:22])([CH3:2])([CH3:3])[CH3:4]. The catalyst class is: 10. (3) Reactant: [CH3:1][O:2][C:3]1[CH:8]=[CH:7][C:6]([NH:9][C:10]2[C:11](=O)[N:12]([CH2:22][C:23]3[CH:24]=[N:25][CH:26]=[CH:27][CH:28]=3)[C:13](=[O:21])[C:14]=2[C:15]2[CH:20]=[CH:19][CH:18]=[CH:17][CH:16]=2)=[CH:5][CH:4]=1.COC1C=CC(P2(SP(C3C=CC(OC)=CC=3)(=S)S2)=[S:39])=CC=1. Product: [CH3:1][O:2][C:3]1[CH:8]=[CH:7][C:6]([NH:9][C:10]2[C:11](=[S:39])[N:12]([CH2:22][C:23]3[CH:24]=[N:25][CH:26]=[CH:27][CH:28]=3)[C:13](=[O:21])[C:14]=2[C:15]2[CH:20]=[CH:19][CH:18]=[CH:17][CH:16]=2)=[CH:5][CH:4]=1. The catalyst class is: 11. (4) Reactant: [CH3:1][N:2]1[C:7](=[O:8])[C:6]([NH:9][C:10]2[CH:15]=[CH:14][C:13]([N:16]3[CH2:21][CH2:20][N:19]([CH:22]4[CH2:25][O:24][CH2:23]4)[CH2:18][CH2:17]3)=[CH:12][N:11]=2)=[CH:5][C:4]([C:26]2[C:31]([CH:32]=[O:33])=[C:30]([N:34]3[CH2:46][CH2:45][C:44]4[N:43]5[C:38]([CH2:39][CH2:40][CH2:41][CH2:42]5)=[CH:37][C:36]=4[C:35]3=[O:47])[N:29]=[CH:28][CH:27]=2)=[CH:3]1.[BH4-].[Na+]. Product: [OH:33][CH2:32][C:31]1[C:30]([N:34]2[CH2:46][CH2:45][C:44]3[N:43]4[C:38]([CH2:39][CH2:40][CH2:41][CH2:42]4)=[CH:37][C:36]=3[C:35]2=[O:47])=[N:29][CH:28]=[CH:27][C:26]=1[C:4]1[CH:5]=[C:6]([NH:9][C:10]2[CH:15]=[CH:14][C:13]([N:16]3[CH2:17][CH2:18][N:19]([CH:22]4[CH2:25][O:24][CH2:23]4)[CH2:20][CH2:21]3)=[CH:12][N:11]=2)[C:7](=[O:8])[N:2]([CH3:1])[CH:3]=1. The catalyst class is: 5. (5) Reactant: [CH2:1]([O:8][C:9]1[C:10]([O:19][CH3:20])=[CH:11][C:12]([I:18])=[C:13]([CH:17]=1)[C:14]([OH:16])=O)[C:2]1[CH:7]=[CH:6][CH:5]=[CH:4][CH:3]=1.[NH:21]1[CH2:26][CH2:25][CH2:24][CH2:23][CH2:22]1.ON1C2C=CC=CC=2N=N1.Cl.C(N=C=NCCCN(C)C)C.Cl. Product: [CH2:1]([O:8][C:9]1[C:10]([O:19][CH3:20])=[CH:11][C:12]([I:18])=[C:13]([C:14]([N:21]2[CH2:26][CH2:25][CH2:24][CH2:23][CH2:22]2)=[O:16])[CH:17]=1)[C:2]1[CH:3]=[CH:4][CH:5]=[CH:6][CH:7]=1. The catalyst class is: 434. (6) Reactant: ClC1C=C(C=C(Cl)C=1N)CN.[C:12]([C:14]1[CH:15]=[C:16]2[C:20](=[CH:21][CH:22]=1)[NH:19][CH:18]=[C:17]2[CH2:23][C:24]([O:26]C)=[O:25])#[N:13].[Li+].[OH-].CCOC(C)=O. Product: [C:12]([C:14]1[CH:15]=[C:16]2[C:20](=[CH:21][CH:22]=1)[NH:19][CH:18]=[C:17]2[CH2:23][C:24]([OH:26])=[O:25])#[N:13]. The catalyst class is: 20. (7) Reactant: [NH2:1][C:2]1[CH:7]=[CH:6][C:5](/[CH:8]=[CH:9]/[C:10]([O:12][CH2:13][CH3:14])=[O:11])=[C:4]([F:15])[CH:3]=1. Product: [NH2:1][C:2]1[CH:7]=[CH:6][C:5]([CH2:8][CH2:9][C:10]([O:12][CH2:13][CH3:14])=[O:11])=[C:4]([F:15])[CH:3]=1. The catalyst class is: 178.